From a dataset of Kinase inhibitor binding affinity data with 442 proteins and 68 drugs (Kd values). Regression. Given a target protein amino acid sequence and a drug SMILES string, predict the binding affinity score between them. We predict pKd (pKd = -log10(Kd in M); higher means stronger binding). Dataset: davis. (1) The compound is Cn1cc(C2=C(c3cn(C4CCN(Cc5ccccn5)CC4)c4ccccc34)C(=O)NC2=O)c2ccccc21. The target protein (FAK) has sequence MISADCNLCLPEYDRYLASSKIMAAAYLDPNLNHTPNSSTKTHLGTGMERSPGAMERVLKVFHYFESNSEPTTWASIIRHGDATDVRGIIQKIVDSHKVKHVACYGFRLSHLRSEEVHWLHVDMGVSSVREKYELAHPPEEWKYELRIRYLPKGFLNQFTEDKPTLNFFYQQVKSDYMLEIADQVDQEIALKLGCLEIRRSYWEMRGNALEKKSNYEVLEKDVGLKRFFPKSLLDSVKAKTLRKLIQQTFRQFANLNREESILKFFEILSPVYRFDKECFKCALGSSWIISVELAIGPEEGISYLTDKGCNPTHLADFTQVQTIQYSNSEDKDRKGMLQLKIAGAPEPLTVTAPSLTIAENMADLIDGYCRLVNGTSQSFIIRPQKEGERALPSIPKLANSEKQGMRTHAVSVSETDDYAEIIDEEDTYTMPSTRDYEIQRERIELGRCIGEGQFGDVHQGIYMSPENPALAVAIKTCKNCTSDSVREKFLQEALTMRQF.... The pKd is 5.0. (2) The drug is CC(C)(C)c1cnc(CSc2cnc(NC(=O)C3CCNCC3)s2)o1. The target protein (EPHA3) has sequence MDCQLSILLLLSCSVLDSFGELIPQPSNEVNLLDSKTIQGELGWISYPSHGWEEISGVDEHYTPIRTYQVCNVMDHSQNNWLRTNWVPRNSAQKIYVELKFTLRDCNSIPLVLGTCKETFNLYYMESDDDHGVKFREHQFTKIDTIAADESFTQMDLGDRILKLNTEIREVGPVNKKGFYLAFQDVGACVALVSVRVYFKKCPFTVKNLAMFPDTVPMDSQSLVEVRGSCVNNSKEEDPPRMYCSTEGEWLVPIGKCSCNAGYEERGFMCQACRPGFYKALDGNMKCAKCPPHSSTQEDGSMNCRCENNYFRADKDPPSMACTRPPSSPRNVISNINETSVILDWSWPLDTGGRKDVTFNIICKKCGWNIKQCEPCSPNVRFLPRQFGLTNTTVTVTDLLAHTNYTFEIDAVNGVSELSSPPRQFAAVSITTNQAAPSPVLTIKKDRTSRNSISLSWQEPEHPNGIILDYEVKYYEKQEQETSYTILRARGTNVTISSLK.... The pKd is 5.0. (3) The compound is Clc1ccc(Nc2nnc(Cc3ccncc3)c3ccccc23)cc1. The target protein is PFCDPK1(Pfalciparum). The pKd is 5.0. (4) The small molecule is Cc1ccc(NC(=O)c2ccc(CN3CCN(C)CC3)cc2)cc1Nc1nc(-c2cccnc2)cs1. The target protein (MEK2) has sequence MLARRKPVLPALTINPTIAEGPSPTSEGASEANLVDLQKKLEELELDEQQKKRLEAFLTQKAKVGELKDDDFERISELGAGNGGVVTKVQHRPSGLIMARKLIHLEIKPAIRNQIIRELQVLHECNSPYIVGFYGAFYSDGEISICMEHMDGGSLDQVLKEAKRIPEEILGKVSIAVLRGLAYLREKHQIMHRDVKPSNILVNSRGEIKLCDFGVSGQLIDSMANSFVGTRSYMAPERLQGTHYSVQSDIWSMGLSLVELAVGRYPIPPPDAKELEAIFGRPVVDGEEGEPHSISPRPRPPGRPVSGHGMDSRPAMAIFELLDYIVNEPPPKLPNGVFTPDFQEFVNKCLIKNPAERADLKMLTNHTFIKRSEVEEVDFAGWLCKTLRLNQPGTPTRTAV. The pKd is 5.0. (5) The small molecule is CCN(CC)CCNC(=O)c1c(C)[nH]c(C=C2C(=O)Nc3ccc(F)cc32)c1C. The target protein (MAP4K4) has sequence MANDSPAKSLVDIDLSSLRDPAGIFELVEVVGNGTYGQVYKGRHVKTGQLAAIKVMDVTEDEEEEIKLEINMLKKYSHHRNIATYYGAFIKKSPPGHDDQLWLVMEFCGAGSITDLVKNTKGNTLKEDWIAYISREILRGLAHLHIHHVIHRDIKGQNVLLTENAEVKLVDFGVSAQLDRTVGRRNTFIGTPYWMAPEVIACDENPDATYDYRSDLWSCGITAIEMAEGAPPLCDMHPMRALFLIPRNPPPRLKSKKWSKKFFSFIEGCLVKNYMQRPSTEQLLKHPFIRDQPNERQVRIQLKDHIDRTRKKRGEKDETEYEYSGSEEEEEEVPEQEGEPSSIVNVPGESTLRRDFLRLQQENKERSEALRRQQLLQEQQLREQEEYKRQLLAERQKRIEQQKEQRRRLEEQQRREREARRQQEREQRRREQEEKRRLEELERRRKEEEERRRAEEEKRRVEREQEYIRRQLEEEQRHLEVLQQQLLQEQAMLLHDHRRP.... The pKd is 6.8. (6) The small molecule is COc1cc(Nc2ncc(F)c(Nc3ccc4c(n3)NC(=O)C(C)(C)O4)n2)cc(OC)c1OC.O=S(=O)(O)c1ccccc1. The target protein (LYN) has sequence VPLPPRRAALPLAPRPWRLRARRAAASSPRQAGRPRHPRPRASSPSPRVQRSRPAASPYAGPAGPPRRAPHSELKSPWSSAAPKLSPRAGNMGCIKSKGKDSLSDDGVDLKTQPVPESQLLPGQRFQTKDPEEQGDIVVALYPYDGIHPDDLSFKKGEKMKVLEEHGEWWKAKSLLTKKEGFIPSNYVAKLNTLETEEWFFKDITRKDAERQLLAPGNSAGAFLIRESETLKGSFSLSVRDFDPVHGDVIKHYKIRSLDNGGYYISPRITFPCISDMIKHYQKQADGLCRRLEKACISPKPQKPWDKDAWEIPRESIKLVKRLGAGQFGEVWMGYYNNSTKVAVKTLKPGTMSVQAFLEEANLMKTLQHDKLVRLYAVVTREEPIYIITEYMAKGSLLDFLKSDEGGKVLLPKLIDFSAQIAEGMAYIERKNYIHRDLRAANVLVSESLMCKIADFGLARVIEDNEYTAREGAKFPIKWTAPEAINFGCFTIKSDVWSFG.... The pKd is 7.6. (7) The drug is CSc1cccc(Nc2ncc3cc(-c4c(Cl)cccc4Cl)c(=O)n(C)c3n2)c1. The target protein is PFCDPK1(Pfalciparum). The pKd is 5.5. (8) The small molecule is C=CC(=O)Nc1cc2c(Nc3ccc(F)c(Cl)c3)ncnc2cc1OCCCN1CCOCC1. The target protein (LIMK2) has sequence MSALAGEDVWRCPGCGDHIAPSQIWYRTVNETWHGSCFRCSECQDSLTNWYYEKDGKLYCPKDYWGKFGEFCHGCSLLMTGPFMVAGEFKYHPECFACMSCKVIIEDGDAYALVQHATLYCGKCHNEVVLAPMFERLSTESVQEQLPYSVTLISMPATTEGRRGFSVSVESACSNYATTVQVKEVNRMHISPNNRNAIHPGDRILEINGTPVRTLRVEEVEDAISQTSQTLQLLIEHDPVSQRLDQLRLEARLAPHMQNAGHPHALSTLDTKENLEGTLRRRSLRRSNSISKSPGPSSPKEPLLFSRDISRSESLRCSSSYSQQIFRPCDLIHGEVLGKGFFGQAIKVTHKATGKVMVMKELIRCDEETQKTFLTEVKVMRSLDHPNVLKFIGVLYKDKKLNLLTEYIEGGTLKDFLRSMDPFPWQQKVRFAKGIASGMAYLHSMCIIHRDLNSHNCLIKLDKTVVVADFGLSRLIVEERKRAPMEKATTKKRTLRKNDR.... The pKd is 5.0. (9) The drug is CC(C)(C)c1cc(NC(=O)Nc2ccc(-c3cn4c(n3)sc3cc(OCCN5CCOCC5)ccc34)cc2)no1. The target protein (MARK3) has sequence MSTRTPLPTVNERDTENHTSHGDGRQEVTSRTSRSGARCRNSIASCADEQPHIGNYRLLKTIGKGNFAKVKLARHILTGREVAIKIIDKTQLNPTSLQKLFREVRIMKILNHPNIVKLFEVIETEKTLYLIMEYASGGEVFDYLVAHGRMKEKEARSKFRQIVSAVQYCHQKRIVHRDLKAENLLLDADMNIKIADFGFSNEFTVGGKLDTFCGSPPYAAPELFQGKKYDGPEVDVWSLGVILYTLVSGSLPFDGQNLKELRERVLRGKYRIPFYMSTDCENLLKRFLVLNPIKRGTLEQIMKDRWINAGHEEDELKPFVEPELDISDQKRIDIMVGMGYSQEEIQESLSKMKYDEITATYLLLGRKSSELDASDSSSSSNLSLAKVRPSSDLNNSTGQSPHHKVQRSVFSSQKQRRYSDHAGPAIPSVVAYPKRSQTSTADSDLKEDGISSRKSSGSAVGGKGIAPASPMLGNASNPNKADIPERKKSSTVPSSNTASG.... The pKd is 5.0. (10) The compound is O=C(NC1CCNCC1)c1[nH]ncc1NC(=O)c1c(Cl)cccc1Cl. The pKd is 5.0. The target protein (QSK) has sequence MPARIGYYEIDRTIGKGNFAVVKRATHLVTKAKVAIKIIDKTQLDEENLKKIFREVQIMKMLCHPHIIRLYQVMETERMIYLVTEYASGGEIFDHLVAHGRMAEKEARRKFKQIVTAVYFCHCRNIVHRDLKAENLLLDANLNIKIADFGFSNLFTPGQLLKTWCGSPPYAAPELFEGKEYDGPKVDIWSLGVVLYVLVCGALPFDGSTLQNLRARVLSGKFRIPFFMSTECEHLIRHMLVLDPNKRLSMEQICKHKWMKLGDADPNFDRLIAECQQLKEERQVDPLNEDVLLAMEDMGLDKEQTLQSLRSDAYDHYSAIYSLLCDRHKRHKTLRLGALPSMPRALAFQAPVNIQAEQAGTAMNISVPQVQLINPENQIVEPDGTLNLDSDEGEEPSPEALVRYLSMRRHTVGVADPRTEVMEDLQKLLPGFPGVNPQAPFLQVAPNVNFMHNLLPMQNLQPTGQLEYKEQSLLQPPTLQLLNGMGPLGRRASDGGANIQ....